This data is from Forward reaction prediction with 1.9M reactions from USPTO patents (1976-2016). The task is: Predict the product of the given reaction. Given the reactants C1(P(C2C=CC3C(=CC=CC=3)C=2C2C3C(=CC=CC=3)C=CC=2)C2C=CC=CC=2)C=CC=CC=1.C(=O)([O-])[O-].[Cs+].[Cs+].[C:40]1([S:46]([C:49]2[CH:50]=[C:51](Br)[CH:52]=[CH:53][CH:54]=2)(=[O:48])=[O:47])[CH:45]=[CH:44][CH:43]=[CH:42][CH:41]=1.[C:56]([O:60][C:61]([N:63]1[CH2:68][CH2:67][NH:66][CH2:65][CH2:64]1)=[O:62])([CH3:59])([CH3:58])[CH3:57], predict the reaction product. The product is: [C:40]1([S:46]([C:49]2[CH:50]=[C:51]([N:66]3[CH2:65][CH2:64][N:63]([C:61]([O:60][C:56]([CH3:59])([CH3:58])[CH3:57])=[O:62])[CH2:68][CH2:67]3)[CH:52]=[CH:53][CH:54]=2)(=[O:48])=[O:47])[CH:45]=[CH:44][CH:43]=[CH:42][CH:41]=1.